Dataset: Forward reaction prediction with 1.9M reactions from USPTO patents (1976-2016). Task: Predict the product of the given reaction. (1) Given the reactants [CH:1]1[C:9]2[C:8]3[CH:10]=[CH:11][CH:12]=[CH:13][C:7]=3[S:6][C:5]=2[C:4]([C:14]2[CH:19]=[CH:18][CH:17]=[C:16]([C:20]3[CH:25]=[CH:24][CH:23]=[C:22]([O:26]C)[CH:21]=3)[N:15]=2)=[CH:3][CH:2]=1.B(Br)(Br)Br, predict the reaction product. The product is: [CH:1]1[C:9]2[C:8]3[CH:10]=[CH:11][CH:12]=[CH:13][C:7]=3[S:6][C:5]=2[C:4]([C:14]2[N:15]=[C:16]([C:20]3[CH:21]=[C:22]([OH:26])[CH:23]=[CH:24][CH:25]=3)[CH:17]=[CH:18][CH:19]=2)=[CH:3][CH:2]=1. (2) Given the reactants [CH2:1]([O:8][C:9]([N:11]([CH3:33])[N:12]1[C:21]([C:22]([OH:24])=[O:23])=[C:20]([C:25]2[CH:30]=[CH:29][CH:28]=[CH:27][CH:26]=2)[C:19]2[C:14](=[CH:15][CH:16]=[C:17]([Cl:31])[CH:18]=2)[C:13]1=[O:32])=[O:10])[C:2]1[CH:7]=[CH:6][CH:5]=[CH:4][CH:3]=1.[O:34]([CH2:41][CH2:42]O)[C:35]1[CH:40]=[CH:39][CH:38]=[CH:37][CH:36]=1, predict the reaction product. The product is: [O:34]([CH2:41][CH2:42][O:23][C:22]([C:21]1[N:12]([N:11]([C:9]([O:8][CH2:1][C:2]2[CH:7]=[CH:6][CH:5]=[CH:4][CH:3]=2)=[O:10])[CH3:33])[C:13](=[O:32])[C:14]2[C:19]([C:20]=1[C:25]1[CH:30]=[CH:29][CH:28]=[CH:27][CH:26]=1)=[CH:18][C:17]([Cl:31])=[CH:16][CH:15]=2)=[O:24])[C:35]1[CH:40]=[CH:39][CH:38]=[CH:37][CH:36]=1. (3) The product is: [F:9][C:5]1[CH:4]=[C:3]([N+:10]([O-:12])=[O:11])[C:2]([F:1])=[CH:7][C:6]=1[O:20][CH2:13][C:14]1[CH:19]=[CH:18][CH:17]=[CH:16][CH:15]=1. Given the reactants [F:1][C:2]1[CH:7]=[C:6](F)[C:5]([F:9])=[CH:4][C:3]=1[N+:10]([O-:12])=[O:11].[CH2:13]([OH:20])[C:14]1[CH:19]=[CH:18][CH:17]=[CH:16][CH:15]=1.C(=O)([O-])[O-].[K+].[K+].O, predict the reaction product. (4) Given the reactants [Br:1][C:2]1[CH:7]=[C:6]([Cl:8])[CH:5]=[CH:4][C:3]=1[OH:9].Br[CH2:11][CH2:12][F:13].C(=O)([O-])[O-].[K+].[K+], predict the reaction product. The product is: [Br:1][C:2]1[CH:7]=[C:6]([Cl:8])[CH:5]=[CH:4][C:3]=1[O:9][CH2:11][CH2:12][F:13]. (5) Given the reactants [Cl:1][C:2]1[CH:7]=[CH:6][C:5]([C:8]2[C:16]3[C:11](=[CH:12][CH:13]=[C:14]([C:17]#[N:18])[CH:15]=3)[N:10](C3CCCCO3)[N:9]=2)=[CH:4][CH:3]=1.[N:25]([Sn](CCCC)(CCCC)CCCC)=[N+:26]=[N-:27].O1CCOCC1.Cl, predict the reaction product. The product is: [Cl:1][C:2]1[CH:3]=[CH:4][C:5]([C:8]2[C:16]3[C:11](=[CH:12][CH:13]=[C:14]([C:17]4[N:18]=[N:25][NH:26][N:27]=4)[CH:15]=3)[NH:10][N:9]=2)=[CH:6][CH:7]=1. (6) The product is: [C:31]([NH:30][C:26]1[CH:25]=[C:24]([NH:23][C:18](=[O:19])[C:17]2[CH:16]=[CH:15][C:14]([S:11]([N:1]3[C:10]4[C:5](=[CH:6][CH:7]=[CH:8][CH:9]=4)[CH2:4][CH2:3][CH2:2]3)(=[O:13])=[O:12])=[CH:22][CH:21]=2)[CH:29]=[CH:28][CH:27]=1)(=[O:33])[CH3:32]. Given the reactants [N:1]1([S:11]([C:14]2[CH:22]=[CH:21][C:17]([C:18](O)=[O:19])=[CH:16][CH:15]=2)(=[O:13])=[O:12])[C:10]2[C:5](=[CH:6][CH:7]=[CH:8][CH:9]=2)[CH2:4][CH2:3][CH2:2]1.[NH2:23][C:24]1[CH:25]=[C:26]([NH:30][C:31](=[O:33])[CH3:32])[CH:27]=[CH:28][CH:29]=1, predict the reaction product. (7) Given the reactants [Cl:1][C:2]1[CH:11]=[CH:10][C:5]2[N:6]=[C:7]([NH2:9])[S:8][C:4]=2[CH:3]=1.[CH2:12]([O:14][C:15](=[O:25])[C:16]1[CH:21]=[CH:20][C:19]([NH2:22])=[C:18]([NH:23][CH3:24])[CH:17]=1)[CH3:13].[CH2:26](Cl)CCl, predict the reaction product. The product is: [CH2:12]([O:14][C:15]([C:16]1[CH:21]=[CH:20][C:19]2[N:22]=[C:24]([NH:9][C:7]3[S:8][C:4]4[CH:3]=[C:2]([Cl:1])[CH:11]=[CH:10][C:5]=4[N:6]=3)[N:23]([CH3:26])[C:18]=2[CH:17]=1)=[O:25])[CH3:13]. (8) Given the reactants I.[S:2]1[CH:6]=[CH:5][CH:4]=[C:3]1[C:7](SC)=[NH:8].[NH2:11][C:12]1[CH:13]=[CH:14][C:15]2[N:20]([CH:21]3[CH2:25][CH2:24][N:23]([C:26]([O:28][C:29]([CH3:32])([CH3:31])[CH3:30])=[O:27])[CH2:22]3)[CH2:19][CH2:18][S:17][C:16]=2[CH:33]=1, predict the reaction product. The product is: [S:2]1[CH:6]=[CH:5][CH:4]=[C:3]1[C:7](=[NH:8])[NH:11][C:12]1[CH:13]=[CH:14][C:15]2[N:20]([CH:21]3[CH2:25][CH2:24][N:23]([C:26]([O:28][C:29]([CH3:31])([CH3:30])[CH3:32])=[O:27])[CH2:22]3)[CH2:19][CH2:18][S:17][C:16]=2[CH:33]=1.